Dataset: Peptide-MHC class II binding affinity with 134,281 pairs from IEDB. Task: Regression. Given a peptide amino acid sequence and an MHC pseudo amino acid sequence, predict their binding affinity value. This is MHC class II binding data. (1) The peptide sequence is SSKVTITDTTIGTGD. The MHC is HLA-DQA10102-DQB10602 with pseudo-sequence HLA-DQA10102-DQB10602. The binding affinity (normalized) is 0.377. (2) The peptide sequence is HFFIGDFFVDHYYSE. The MHC is HLA-DPA10201-DPB10101 with pseudo-sequence HLA-DPA10201-DPB10101. The binding affinity (normalized) is 0.487. (3) The peptide sequence is AAATAGTTVYGATAA. The MHC is HLA-DQA10102-DQB10602 with pseudo-sequence HLA-DQA10102-DQB10602. The binding affinity (normalized) is 0.641. (4) The peptide sequence is KRHPNNTIFSVDK. The MHC is DRB1_0401 with pseudo-sequence DRB1_0401. The binding affinity (normalized) is 0.117. (5) The peptide sequence is GFKAALAAAAGVQPADKYRT. The MHC is DRB1_1501 with pseudo-sequence DRB1_1501. The binding affinity (normalized) is 0.354. (6) The peptide sequence is DDIKATYDKGILTVS. The MHC is DRB1_0301 with pseudo-sequence DRB1_0301. The binding affinity (normalized) is 0.409. (7) The peptide sequence is AFKVAATASNAAPAN. The MHC is DRB1_0701 with pseudo-sequence DRB1_0701. The binding affinity (normalized) is 0.714. (8) The peptide sequence is IKEKGKDKWIELKES. The MHC is DRB1_0701 with pseudo-sequence DRB1_0701. The binding affinity (normalized) is 0.